This data is from Forward reaction prediction with 1.9M reactions from USPTO patents (1976-2016). The task is: Predict the product of the given reaction. (1) Given the reactants [NH2:1][C:2]1[CH:9]=[C:8]([CH3:10])[CH:7]=[CH:6][C:3]=1[C:4]#[N:5].[C:11]([N:19]=[C:20]=[O:21])(=[O:18])[C:12]1[CH:17]=[CH:16][CH:15]=[CH:14][CH:13]=1, predict the reaction product. The product is: [C:4]([C:3]1[CH:6]=[CH:7][C:8]([CH3:10])=[CH:9][C:2]=1[NH:1][C:20]([NH:19][C:11](=[O:18])[C:12]1[CH:13]=[CH:14][CH:15]=[CH:16][CH:17]=1)=[O:21])#[N:5]. (2) The product is: [F:16][C:17]1[CH:18]=[CH:19][C:20]([O:26][CH3:27])=[C:21]([CH:25]=1)[CH2:22][N:23]([CH3:24])[C:13](=[O:15])[CH2:12][CH2:11][CH2:10][S:9][C:6]1[CH:5]=[CH:4][C:3]([O:2][CH3:1])=[CH:8][CH:7]=1. Given the reactants [CH3:1][O:2][C:3]1[CH:8]=[CH:7][C:6]([S:9][CH2:10][CH2:11][CH2:12][C:13]([OH:15])=O)=[CH:5][CH:4]=1.[F:16][C:17]1[CH:18]=[CH:19][C:20]([O:26][CH3:27])=[C:21]([CH:25]=1)[CH2:22][NH:23][CH3:24], predict the reaction product. (3) Given the reactants Cl.[Cl:2][C:3]1[CH:4]=[C:5]([C:9]2([CH2:14][C:15]([NH2:17])=[NH:16])[CH2:13][CH2:12][CH2:11][CH2:10]2)[CH:6]=[CH:7][CH:8]=1.[C:18]([O:22][C:23]([C:25]1[C:30]([O:31][CH2:32][C:33]2[CH:38]=[CH:37][CH:36]=[CH:35][CH:34]=2)=[C:29]([OH:39])N=C(CC2(C3C=CC(C(F)(F)F)=CC=3)CCCC2)N=1)=[O:24])([CH3:21])([CH3:20])[CH3:19], predict the reaction product. The product is: [CH2:32]([O:31][C:30]1[C:25]([C:23]([O:22][C:18]([CH3:21])([CH3:20])[CH3:19])=[O:24])=[N:16][C:15]([CH2:14][C:9]2([C:5]3[CH:6]=[CH:7][CH:8]=[C:3]([Cl:2])[CH:4]=3)[CH2:13][CH2:12][CH2:11][CH2:10]2)=[N:17][C:29]=1[OH:39])[C:33]1[CH:38]=[CH:37][CH:36]=[CH:35][CH:34]=1. (4) Given the reactants [S:1]1[CH:5]=[CH:4][CH:3]=[C:2]1[CH2:6][CH2:7][CH2:8]C(O)=O.[C:12]([O:16][C:17](=[O:36])[NH:18][CH2:19][CH:20]1[CH2:25][CH2:24][N:23]([S:26]([C:29]2[CH:34]=[CH:33][C:32]([NH2:35])=[CH:31][CH:30]=2)(=[O:28])=[O:27])[CH2:22][CH2:21]1)([CH3:15])([CH3:14])[CH3:13].[C:37](N1C=CN=C1)([N:39]1C=CN=C1)=[O:38], predict the reaction product. The product is: [C:12]([O:16][C:17](=[O:36])[NH:18][CH2:19][CH:20]1[CH2:25][CH2:24][N:23]([S:26]([C:29]2[CH:34]=[CH:33][C:32]([NH:35][C:37]([NH:39][CH2:8][CH2:7][CH2:6][C:2]3[S:1][CH:5]=[CH:4][CH:3]=3)=[O:38])=[CH:31][CH:30]=2)(=[O:28])=[O:27])[CH2:22][CH2:21]1)([CH3:15])([CH3:13])[CH3:14]. (5) Given the reactants [O:1]=[C:2]1[CH2:10][C:9]2[C:4](=[CH:5][CH:6]=[C:7]([CH:11]3[CH2:16][CH2:15][N:14](C(OC(C)(C)C)=O)[CH2:13][CH2:12]3)[CH:8]=2)[NH:3]1, predict the reaction product. The product is: [NH:14]1[CH2:13][CH2:12][CH:11]([C:7]2[CH:8]=[C:9]3[C:4](=[CH:5][CH:6]=2)[NH:3][C:2](=[O:1])[CH2:10]3)[CH2:16][CH2:15]1. (6) Given the reactants Br[C:2]1[N:6]2[N:7]=[C:8]([C:11]3[CH:16]=[CH:15][C:14]([C:17]([N:19]4[CH2:24][CH2:23][CH:22]([N:25]5[CH2:30][CH2:29][N:28]([CH3:31])[CH2:27][CH2:26]5)[CH2:21][CH2:20]4)=[O:18])=[CH:13][CH:12]=3)[CH:9]=[CH:10][C:5]2=[N:4][CH:3]=1.CC1(C)C(C)(C)OB([C:40]2[CH:41]=[C:42]3[C:46](=[CH:47][CH:48]=2)[NH:45][C:44](=[O:49])[CH2:43]3)O1.C([O-])([O-])=O.[Cs+].[Cs+], predict the reaction product. The product is: [CH3:31][N:28]1[CH2:29][CH2:30][N:25]([CH:22]2[CH2:23][CH2:24][N:19]([C:17]([C:14]3[CH:15]=[CH:16][C:11]([C:8]4[CH:9]=[CH:10][C:5]5[N:6]([C:2]([C:40]6[CH:41]=[C:42]7[C:46](=[CH:47][CH:48]=6)[NH:45][C:44](=[O:49])[CH2:43]7)=[CH:3][N:4]=5)[N:7]=4)=[CH:12][CH:13]=3)=[O:18])[CH2:20][CH2:21]2)[CH2:26][CH2:27]1. (7) Given the reactants O[CH2:2][CH2:3][O:4][C:5]1[CH:6]=[CH:7][C:8]([C:25]2[NH:34][C:33](=[O:35])[C:32]3[C:27](=[CH:28][C:29]([O:38][CH3:39])=[CH:30][C:31]=3[O:36][CH3:37])[N:26]=2)=[N:9][C:10]=1[C:11]1[CH:16]=[CH:15][C:14]([S:17]([CH3:20])(=[O:19])=[O:18])=[CH:13][C:12]=1[C:21]([F:24])([F:23])[F:22].P(Br)(Br)[Br:41].C([O-])([O-])=O.[Na+].[Na+], predict the reaction product. The product is: [Br:41][CH2:2][CH2:3][O:4][C:5]1[CH:6]=[CH:7][C:8]([C:25]2[NH:34][C:33](=[O:35])[C:32]3[C:27](=[CH:28][C:29]([O:38][CH3:39])=[CH:30][C:31]=3[O:36][CH3:37])[N:26]=2)=[N:9][C:10]=1[C:11]1[CH:16]=[CH:15][C:14]([S:17]([CH3:20])(=[O:19])=[O:18])=[CH:13][C:12]=1[C:21]([F:24])([F:23])[F:22]. (8) Given the reactants CO[C:3](=[NH:10])[C:4]1[CH:9]=[CH:8][CH:7]=[N:6][CH:5]=1.C(O)(=O)C(O)=O.[CH2:17]([NH:19][NH2:20])[CH3:18], predict the reaction product. The product is: [CH2:17]([NH:19][NH:20][C:3](=[NH:10])[C:4]1[CH:9]=[CH:8][CH:7]=[N:6][CH:5]=1)[CH3:18]. (9) Given the reactants [Cl:1][C:2]1[CH:3]=[C:4]([CH:9]([CH2:18][NH:19][CH3:20])[CH:10]([C:12]2[CH:17]=[CH:16][CH:15]=[CH:14][CH:13]=2)[OH:11])[CH:5]=[CH:6][C:7]=1[Cl:8].[OH-].[Na+], predict the reaction product. The product is: [Cl:1][C:2]1[CH:3]=[C:4]([C@H:9]([CH2:18][NH:19][CH3:20])[C@H:10]([C:12]2[CH:13]=[CH:14][CH:15]=[CH:16][CH:17]=2)[OH:11])[CH:5]=[CH:6][C:7]=1[Cl:8]. (10) Given the reactants [N:1]1([C:6]2[CH:39]=[CH:38][C:9]([CH2:10][C:11]3[C:12](Cl)=[N:13][C:14]4[C:19]([C:20]=3[Cl:21])=[CH:18][C:17]([C:22]([C:30]3[CH:35]=[CH:34][CH:33]=[C:32]([F:36])[CH:31]=3)([C:24]3[CH:25]=[N:26][CH:27]=[CH:28][CH:29]=3)[OH:23])=[CH:16][CH:15]=4)=[CH:8][CH:7]=2)[CH:5]=[CH:4][CH:3]=[N:2]1.[CH3:40][O-:41].[Na+], predict the reaction product. The product is: [N:1]1([C:6]2[CH:39]=[CH:38][C:9]([CH2:10][C:11]3[C:12]([O:41][CH3:40])=[N:13][C:14]4[C:19]([C:20]=3[Cl:21])=[CH:18][C:17]([C:22]([C:30]3[CH:35]=[CH:34][CH:33]=[C:32]([F:36])[CH:31]=3)([C:24]3[CH:25]=[N:26][CH:27]=[CH:28][CH:29]=3)[OH:23])=[CH:16][CH:15]=4)=[CH:8][CH:7]=2)[CH:5]=[CH:4][CH:3]=[N:2]1.